From a dataset of Catalyst prediction with 721,799 reactions and 888 catalyst types from USPTO. Predict which catalyst facilitates the given reaction. (1) Reactant: [CH3:1][O:2][C:3]([C:5]1[CH:10]=[CH:9][C:8]([N+:11]([O-])=O)=[C:7]([NH2:14])[N:6]=1)=[O:4]. Product: [CH3:1][O:2][C:3]([C:5]1[CH:10]=[CH:9][C:8]([NH2:11])=[C:7]([NH2:14])[N:6]=1)=[O:4]. The catalyst class is: 5. (2) Reactant: [NH2:1][N:2]1[C:7](=[O:8])[C:6]([C:9]2[NH:14][C:13]3[CH:15]=[CH:16][CH:17]=[CH:18][C:12]=3[S:11](=[O:20])(=[O:19])[N:10]=2)=[C:5]([OH:21])[C:4]2[S:22][CH:23]=[CH:24][C:3]1=2.[C:25]1([C:31](=O)[CH3:32])[CH:30]=[CH:29][CH:28]=[CH:27][CH:26]=1. Product: [O:19]=[S:11]1(=[O:20])[C:12]2[CH:18]=[CH:17][CH:16]=[CH:15][C:13]=2[NH:14][C:9]([C:6]2[C:7](=[O:8])[N:2]([N:1]=[C:31]([C:25]3[CH:30]=[CH:29][CH:28]=[CH:27][CH:26]=3)[CH3:32])[C:3]3[CH:24]=[CH:23][S:22][C:4]=3[C:5]=2[OH:21])=[N:10]1. The catalyst class is: 80. (3) Reactant: [Cl-].[Cl-].[Cl-].[Al+3].[CH2:5]([C:7]1[CH:14]=[CH:13][CH:12]=[C:11]([CH2:15][CH3:16])[C:8]=1[CH:9]=[O:10])[CH3:6].[Br:17]Br. Product: [Br:17][C:14]1[C:7]([CH2:5][CH3:6])=[C:8]([C:11]([CH2:15][CH3:16])=[CH:12][CH:13]=1)[CH:9]=[O:10]. The catalyst class is: 4. (4) Reactant: [CH3:1][O:2][C:3](=[O:38])[C@@H:4]([NH:14][C:15]([C:17]1[C:18]([CH3:37])=[N:19][C:20]([NH:24][CH2:25][C:26]#[C:27][C:28]2[CH:33]=[C:32]([O:34][CH3:35])[CH:31]=[CH:30][C:29]=2[Cl:36])=[N:21][C:22]=1[CH3:23])=[O:16])[CH2:5][NH:6][C:7]([C:9]1[S:10][CH:11]=[CH:12][CH:13]=1)=[O:8]. Product: [CH3:1][O:2][C:3](=[O:38])[C@@H:4]([NH:14][C:15]([C:17]1[C:18]([CH3:37])=[N:19][C:20]([NH:24][CH2:25][CH2:26][CH2:27][C:28]2[CH:33]=[C:32]([O:34][CH3:35])[CH:31]=[CH:30][C:29]=2[Cl:36])=[N:21][C:22]=1[CH3:23])=[O:16])[CH2:5][NH:6][C:7]([C:9]1[S:10][CH:11]=[CH:12][CH:13]=1)=[O:8]. The catalyst class is: 465. (5) Reactant: [O:1]1[CH2:6][CH2:5][N:4]([C:7]2[CH:12]=[C:11]([NH:13][CH2:14][CH2:15][C:16]([O:18]C(C)(C)C)=[O:17])[N:10]3[N:23]=[CH:24][C:25]([C:26]4[CH:27]=[N:28][C:29]5[C:34]([CH:35]=4)=[CH:33][CH:32]=[CH:31][CH:30]=5)=[C:9]3[N:8]=2)[CH2:3][CH2:2]1.Cl. Product: [O:1]1[CH2:2][CH2:3][N:4]([C:7]2[CH:12]=[C:11]([NH:13][CH2:14][CH2:15][C:16]([OH:18])=[O:17])[N:10]3[N:23]=[CH:24][C:25]([C:26]4[CH:27]=[N:28][C:29]5[C:34]([CH:35]=4)=[CH:33][CH:32]=[CH:31][CH:30]=5)=[C:9]3[N:8]=2)[CH2:5][CH2:6]1. The catalyst class is: 12. (6) Reactant: [OH:1][C:2]1[CH:12]=[CH:11][C:5]([CH:6]=[CH:7]C(O)=O)=[CH:4][CH:3]=1.C([O-])(=O)C.[K+].COC1C=CC(O)=CC=1. Product: [OH:1][C:2]1[CH:12]=[CH:11][C:5]([CH:6]=[CH2:7])=[CH:4][CH:3]=1. The catalyst class is: 80. (7) Reactant: ON1C2C=CC=CC=2N=N1.C(N=C=NCCCN(C)C)C.C(N(CC)CC)C.[NH2:29][C:30]1[C:35]([OH:36])=[C:34]([F:37])[C:33]([C:38]2[CH:43]=[CH:42][CH:41]=[CH:40][CH:39]=2)=[C:32]([CH3:44])[C:31]=1[C:45]#[N:46].[O:47]1[CH:51]=[CH:50][CH:49]=[C:48]1[CH2:52][C:53](O)=O. Product: [F:37][C:34]1[C:33]([C:38]2[CH:43]=[CH:42][CH:41]=[CH:40][CH:39]=2)=[C:32]([CH3:44])[C:31]([C:45]#[N:46])=[C:30]2[C:35]=1[O:36][C:53]([CH2:52][C:48]1[O:47][CH:51]=[CH:50][CH:49]=1)=[N:29]2. The catalyst class is: 10. (8) Reactant: FC(F)(F)S(O[Si:7]([CH3:10])([CH3:9])[CH3:8])(=O)=O.[Si:13]([O:30][CH:31]1[CH2:36][CH2:35][C:34](=[O:37])[CH2:33][CH2:32]1)([C:26]([CH3:29])([CH3:28])[CH3:27])([C:20]1[CH:25]=[CH:24][CH:23]=[CH:22][CH:21]=1)[C:14]1[CH:19]=[CH:18][CH:17]=[CH:16][CH:15]=1.C(N(CC)CC)C. Product: [C:26]([Si:13]([C:20]1[CH:25]=[CH:24][CH:23]=[CH:22][CH:21]=1)([C:14]1[CH:15]=[CH:16][CH:17]=[CH:18][CH:19]=1)[O:30][CH:31]1[CH2:36][CH2:35][C:34]([O:37][Si:7]([CH3:10])([CH3:9])[CH3:8])=[CH:33][CH2:32]1)([CH3:29])([CH3:27])[CH3:28]. The catalyst class is: 4. (9) Reactant: [CH3:1][N:2]1[C:7](=[O:8])[CH:6]=[C:5]([N:9]2[CH2:14][CH2:13][O:12][CH2:11][CH2:10]2)[N:4]=[C:3]1[CH2:15][C:16]([O-:18])=O.[Na+].Cl.[CH3:21][CH:22]1[C:30]2[C:25](=[CH:26][CH:27]=[CH:28][CH:29]=2)[NH:24][CH2:23]1.Cl.CN(C)CCCN=C=NCC. Product: [CH3:1][N:2]1[C:7](=[O:8])[CH:6]=[C:5]([N:9]2[CH2:10][CH2:11][O:12][CH2:13][CH2:14]2)[N:4]=[C:3]1[CH2:15][C:16]([N:24]1[C:25]2[C:30](=[CH:29][CH:28]=[CH:27][CH:26]=2)[CH:22]([CH3:21])[CH2:23]1)=[O:18]. The catalyst class is: 672. (10) Reactant: [NH2:1][C:2]1[N:7]=[CH:6][C:5]([C:8]2[CH2:13][CH2:12][N:11]([C:14]([O:16][C:17]([CH3:20])([CH3:19])[CH3:18])=[O:15])[CH2:10][CH:9]=2)=[CH:4][C:3]=1[N+:21]([O-])=O.CCOC(C)=O. Product: [NH2:21][C:3]1[CH:4]=[C:5]([CH:8]2[CH2:13][CH2:12][N:11]([C:14]([O:16][C:17]([CH3:20])([CH3:19])[CH3:18])=[O:15])[CH2:10][CH2:9]2)[CH:6]=[N:7][C:2]=1[NH2:1]. The catalyst class is: 256.